Dataset: Peptide-MHC class II binding affinity with 134,281 pairs from IEDB. Task: Regression. Given a peptide amino acid sequence and an MHC pseudo amino acid sequence, predict their binding affinity value. This is MHC class II binding data. (1) The peptide sequence is ALAAAGLVGVLAGLAK. The MHC is HLA-DQA10201-DQB10402 with pseudo-sequence HLA-DQA10201-DQB10402. The binding affinity (normalized) is 0. (2) The peptide sequence is EHYTVLFSDLANSHQ. The MHC is DRB1_1101 with pseudo-sequence DRB1_1101. The binding affinity (normalized) is 0.739.